From a dataset of Reaction yield outcomes from USPTO patents with 853,638 reactions. Predict the reaction yield, written as a fraction of the theoretical maximum amount of product (1.0 means a 100% yield; for example, 0.34 means a 34% yield). (1) The reactants are [C:1]([C:5]1[C:13]2[C:8](=[CH:9][C:10]([N+:14]([O-])=O)=[CH:11][CH:12]=2)[NH:7][CH:6]=1)([CH3:4])([CH3:3])[CH3:2]. The catalyst is C(O)C.[Ni]. The product is [C:1]([C:5]1[C:13]2[C:8](=[CH:9][C:10]([NH2:14])=[CH:11][CH:12]=2)[NH:7][CH:6]=1)([CH3:4])([CH3:2])[CH3:3]. The yield is 0.773. (2) The reactants are [Cl:1][C:2]1[N:3]=[C:4]([C:9]([NH:11][CH:12]2[CH2:15][N:14]([C:16]3[S:17][C:18]([C:23]([O:25]C)=[O:24])=[C:19]([CH2:21][CH3:22])[N:20]=3)[CH2:13]2)=[O:10])[NH:5][C:6]=1[CH2:7][CH3:8].[OH-].[Li+].O. The catalyst is CO. The product is [Cl:1][C:2]1[N:3]=[C:4]([C:9]([NH:11][CH:12]2[CH2:13][N:14]([C:16]3[S:17][C:18]([C:23]([OH:25])=[O:24])=[C:19]([CH2:21][CH3:22])[N:20]=3)[CH2:15]2)=[O:10])[NH:5][C:6]=1[CH2:7][CH3:8]. The yield is 0.330. (3) The reactants are [Cl:1][C:2]1[CH:7]=[CH:6][C:5]([S:8]([NH:11][C@@H:12]([C:20]2[C:24](I)=[C:23]([CH3:26])[O:22][N:21]=2)[CH2:13][C:14]2[CH:19]=[CH:18][CH:17]=[CH:16][CH:15]=2)(=[O:10])=[O:9])=[CH:4][CH:3]=1.[Li]CCCC.[Cl-].N. The catalyst is C1COCC1. The product is [Cl:1][C:2]1[CH:7]=[CH:6][C:5]([S:8]([NH:11][C@@H:12]([C:20]2[CH:24]=[C:23]([CH3:26])[O:22][N:21]=2)[CH2:13][C:14]2[CH:19]=[CH:18][CH:17]=[CH:16][CH:15]=2)(=[O:9])=[O:10])=[CH:4][CH:3]=1. The yield is 0.200. (4) The reactants are C[O-].[Na+].C(OC)(=O)C.[CH3:9][O:10][C:11](=[O:29])[CH:12]=[C:13]1[CH2:18][CH2:17][C:16]([CH3:20])([CH3:19])[CH2:15][CH:14]1[C:21]1[CH:26]=[CH:25][CH:24]=[C:23]([O:27][CH3:28])[CH:22]=1. The catalyst is CS(C)=O.C(OCC)(=O)C. The product is [CH3:9][O:10][C:11](=[O:29])[CH2:12][C:13]1[CH2:18][CH2:17][C:16]([CH3:20])([CH3:19])[CH2:15][C:14]=1[C:21]1[CH:26]=[CH:25][CH:24]=[C:23]([O:27][CH3:28])[CH:22]=1. The yield is 0.980. (5) The reactants are C([N:8]1[CH2:13][CH2:12][C:11]([C:15]2[CH:20]=[CH:19][C:18]([Cl:21])=[CH:17][CH:16]=2)(C)[CH2:10][CH2:9]1)C1C=CC=CC=1.ClC(OC(Cl)=O)C. The catalyst is C(Cl)Cl. The product is [Cl:21][C:18]1[CH:19]=[CH:20][C:15]([CH:11]2[CH:10]=[CH:9][NH:8][CH2:13][CH2:12]2)=[CH:16][CH:17]=1. The yield is 1.00. (6) The reactants are [C:1]1([C:7]#[C:8][C:9]2[N:14]=[C:13]([C:15]([OH:17])=O)[CH:12]=[CH:11][CH:10]=2)[CH:6]=[CH:5][CH:4]=[CH:3][CH:2]=1.CN(C(ON1N=NC2C=CC=CC1=2)=[N+](C)C)C.F[P-](F)(F)(F)(F)F.CCN(C(C)C)C(C)C.[CH3:51][O:52][C:53]([C:55]1[C:63]2[N:62]=[C:61]([NH2:64])[NH:60][C:59]=2[CH:58]=[CH:57][CH:56]=1)=[O:54]. The yield is 0.880. The catalyst is CN(C=O)C. The product is [CH3:51][O:52][C:53]([C:55]1[C:63]2[N:62]=[C:61]([NH:64][C:15]([C:13]3[CH:12]=[CH:11][CH:10]=[C:9]([C:8]#[C:7][C:1]4[CH:2]=[CH:3][CH:4]=[CH:5][CH:6]=4)[N:14]=3)=[O:17])[NH:60][C:59]=2[CH:58]=[CH:57][CH:56]=1)=[O:54]. (7) The reactants are [C:1]([C:3]1[CH:4]=[C:5]([CH:10]=[CH:11][C:12]=1[O:13][CH:14]([CH3:16])[CH3:15])[C:6]([O:8]C)=[O:7])#[N:2].[OH-].[K+]. The catalyst is O1CCCC1. The product is [C:1]([C:3]1[CH:4]=[C:5]([CH:10]=[CH:11][C:12]=1[O:13][CH:14]([CH3:16])[CH3:15])[C:6]([OH:8])=[O:7])#[N:2]. The yield is 0.870. (8) The reactants are C1(S([N:10]2[C:18]3[C:13](=[CH:14][CH:15]=[C:16](C(F)(F)F)[CH:17]=3)[C:12]([C:23]3[CH:24]=[N:25][N:26]([C:28](OC(C)(C)C)=O)[CH:27]=3)=[CH:11]2)(=O)=O)C=CC=CC=1.[CH3:35][N:36]([C:38]([O:42]N1N=NC2C=CC=NC1=2)=[N+](C)C)C.[F:52][P-](F)(F)(F)(F)F.CCN(CC)CC.CN. The catalyst is C1COCC1.O. The product is [F:52][C:16]1[CH:17]=[C:18]2[C:13]([C:12]([C:23]3[CH:24]=[N:25][N:26]([CH2:28][C:38]([NH:36][CH3:35])=[O:42])[CH:27]=3)=[CH:11][NH:10]2)=[CH:14][CH:15]=1. The yield is 0.260.